From a dataset of Forward reaction prediction with 1.9M reactions from USPTO patents (1976-2016). Predict the product of the given reaction. The product is: [CH2:1]([O:3][C:4](=[O:24])[CH2:5][C:6]1[O:7][C:8]([CH3:23])=[C:9]([CH2:11][OH:12])[CH:10]=1)[CH3:2]. Given the reactants [CH2:1]([O:3][C:4](=[O:24])[CH2:5][C:6]1[O:7][C:8]([CH3:23])=[C:9]([CH2:11][O:12][Si](C(C)C)(C(C)C)C(C)C)[CH:10]=1)[CH3:2].[F-].C([N+](CCCC)(CCCC)CCCC)CCC, predict the reaction product.